This data is from Reaction yield outcomes from USPTO patents with 853,638 reactions. The task is: Predict the reaction yield, written as a fraction of the theoretical maximum amount of product (1.0 means a 100% yield; for example, 0.34 means a 34% yield). (1) The reactants are [O:1]=[C:2]1[NH:10][C:9]([NH:11][C:12](=[O:16])[CH:13]([CH3:15])[CH3:14])=[N:8][C:7]2[NH:6][CH:5]=[N:4][C:3]1=2.C(O[CH:21]1[C@H:25]([O:26][C:27](=[O:29])[CH3:28])[C@H:24]([O:30][CH2:31][C:32]2[CH:37]=[CH:36][CH:35]=[CH:34][CH:33]=2)[C@:23]([CH2:41][O:42][CH2:43][C:44]2[CH:49]=[CH:48][CH:47]=[CH:46][CH:45]=2)([CH:38]([F:40])[F:39])[O:22]1)(=O)C.[Si](OS(C(F)(F)F)(=O)=O)(C)(C)C.C([O-])(O)=O.[Na+]. The catalyst is CC#N. The product is [C:27]([O:26][C@@H:25]1[C@H:24]([O:30][CH2:31][C:32]2[CH:37]=[CH:36][CH:35]=[CH:34][CH:33]=2)[C@:23]([CH2:41][O:42][CH2:43][C:44]2[CH:45]=[CH:46][CH:47]=[CH:48][CH:49]=2)([CH:38]([F:39])[F:40])[O:22][C@H:21]1[N:6]1[CH:5]=[N:4][C:3]2[C:2](=[O:1])[NH:10][C:9]([NH:11][C:12](=[O:16])[CH:13]([CH3:14])[CH3:15])=[N:8][C:7]1=2)(=[O:29])[CH3:28]. The yield is 0.600. (2) The reactants are [CH:1]1([CH:6]([C:10]2[CH:15]=[CH:14][CH:13]=[CH:12][CH:11]=2)C(O)=O)[CH2:5][CH2:4][CH2:3][CH2:2]1.[I:16][C:17]1[C:25]2[C:20](=[CH:21][CH:22]=[C:23](N)[CH:24]=2)[NH:19][N:18]=1.C[N:28]([C:30]([O:34]N1N=NC2C=CC=CC1=2)=[N+](C)C)C.[B-](F)(F)(F)F.CCN(C(C)C)C(C)C. The catalyst is CN(C=O)C. The product is [CH:1]1([CH:6]([C:10]2[CH:11]=[CH:12][CH:13]=[CH:14][CH:15]=2)[NH:28][C:30]([C:23]2[CH:24]=[C:25]3[C:20](=[CH:21][CH:22]=2)[NH:19][N:18]=[C:17]3[I:16])=[O:34])[CH2:2][CH2:3][CH2:4][CH2:5]1. The yield is 0.190. (3) The yield is 0.170. The product is [OH:32][C:34]12[C:52]3[C:47](=[CH:48][CH:49]=[CH:50][CH:51]=3)[C:46](=[O:53])[C:19]1([NH:20][C:9]([C:7]1[S:8][C:4]([N+:1]([O-:3])=[O:2])=[CH:5][CH:6]=1)=[O:11])[C:18]1[CH:17]=[CH:38][C:39]([CH:43]([CH3:45])[CH3:44])=[CH:40][C:41]=1[O:42]2. The catalyst is C(Cl)Cl.CN(C=O)C. The reactants are [N+:1]([C:4]1[S:8][C:7]([C:9]([OH:11])=O)=[CH:6][CH:5]=1)([O-:3])=[O:2].CCN=C=N[CH2:17][CH2:18][CH2:19][N:20](C)C.C1C=CC2N([OH:32])N=NC=2C=1.N[C:34]12[C:52]3[C:47](=[CH:48][CH:49]=[CH:50][CH:51]=3)[C:46](=[O:53])C1(O)C1[C:41]([O:42]2)=[CH:40][C:39]([CH:43]([CH3:45])[CH3:44])=[CH:38]C=1. (4) The reactants are Cl[CH2:2][CH2:3][CH2:4][N:5]1[CH2:10][C:9](=[N:11][OH:12])[C:8]2[N:13]([CH3:16])[CH:14]=[CH:15][C:7]=2[S:6]1(=[O:18])=[O:17].Cl.[F:20][C:21]1[CH:34]=[CH:33][C:24]([C:25]([CH:27]2[CH2:32][CH2:31][NH:30][CH2:29][CH2:28]2)=[O:26])=[CH:23][CH:22]=1.C(=O)([O-])O.[Na+].[I-].[Na+]. The catalyst is C(#N)C. The product is [F:20][C:21]1[CH:22]=[CH:23][C:24]([C:25]([CH:27]2[CH2:32][CH2:31][N:30]([CH2:2][CH2:3][CH2:4][N:5]3[CH2:10][C:9](=[N:11][OH:12])[C:8]4[N:13]([CH3:16])[CH:14]=[CH:15][C:7]=4[S:6]3(=[O:18])=[O:17])[CH2:29][CH2:28]2)=[O:26])=[CH:33][CH:34]=1. The yield is 0.490. (5) The reactants are C[O:2][CH:3](OC)[CH2:4][CH2:5][N:6]1[C:14]2[C:9](=[CH:10][CH:11]=[CH:12][C:13]=2[C:15]([O:17][CH3:18])=[O:16])[CH:8]=[CH:7]1.Cl. The catalyst is C1COCC1. The product is [O:2]=[CH:3][CH2:4][CH2:5][N:6]1[C:14]2[C:9](=[CH:10][CH:11]=[CH:12][C:13]=2[C:15]([O:17][CH3:18])=[O:16])[CH:8]=[CH:7]1. The yield is 0.210. (6) The reactants are [Cl:1][C:2]1[CH:7]=[C:6](Cl)[N:5]=[CH:4][C:3]=1[C:9]#[N:10].[CH3:11][N:12]1[CH:16]=[C:15]([NH:17]C(=O)C)[C:14]([CH3:21])=[N:13]1.CC1(C)C2C=CC=C(P(C3C=CC=CC=3)C3C=CC=CC=3)C=2OC2C1=CC=CC=2P(C1C=CC=CC=1)C1C=CC=CC=1.C(=O)([O-])[O-].[Cs+].[Cs+].O.[OH-].[Li+]. The catalyst is C([O-])(=O)C.[Pd+2].C([O-])(=O)C.O1CCOCC1. The product is [Cl:1][C:2]1[CH:7]=[C:6]([NH:17][C:15]2[C:14]([CH3:21])=[N:13][N:12]([CH3:11])[CH:16]=2)[N:5]=[CH:4][C:3]=1[C:9]#[N:10]. The yield is 0.437. (7) The reactants are [C:1]([O:5][C:6](=[O:9])[CH2:7][NH2:8])([CH3:4])([CH3:3])[CH3:2].[CH3:10][C:11]([C:16]1[CH:21]=[CH:20][CH:19]=[CH:18][CH:17]=1)([CH3:15])[CH2:12][CH:13]=O. The catalyst is C(Cl)Cl. The product is [C:1]([O:5][C:6](=[O:9])[CH2:7]/[N:8]=[CH:13]/[CH2:12][C:11]([CH3:15])([C:16]1[CH:21]=[CH:20][CH:19]=[CH:18][CH:17]=1)[CH3:10])([CH3:4])([CH3:3])[CH3:2]. The yield is 0.930. (8) The reactants are C=O.[CH2:3]([C@@H:11]1[NH:16][CH2:15][CH2:14][N:13]([C:17]2[C:23]3[CH:24]=[CH:25][CH:26]=[CH:27][C:22]=3[S:21][C:20]3[CH:28]=[CH:29][CH:30]=[CH:31][C:19]=3[N:18]=2)[CH2:12]1)[CH2:4][C:5]1[CH:10]=[CH:9][CH:8]=[CH:7][CH:6]=1.[C:32](O[BH-](OC(=O)C)OC(=O)C)(=O)C.[Na+]. The catalyst is ClC(Cl)C. The product is [CH3:32][N:16]1[CH2:15][CH2:14][N:13]([C:17]2[C:23]3[CH:24]=[CH:25][CH:26]=[CH:27][C:22]=3[S:21][C:20]3[CH:28]=[CH:29][CH:30]=[CH:31][C:19]=3[N:18]=2)[CH2:12][C@@H:11]1[CH2:3][CH2:4][C:5]1[CH:6]=[CH:7][CH:8]=[CH:9][CH:10]=1. The yield is 0.720. (9) The reactants are [CH2:1]([O:3][C:4](=[O:29])[CH2:5][CH2:6][CH2:7][O:8][C:9]1[CH:14]=[CH:13][CH:12]=[C:11]([CH2:15][CH2:16][CH2:17][CH2:18][CH2:19][CH2:20]Br)[C:10]=1[CH2:22][CH2:23][C:24]([O:26][CH2:27][CH3:28])=[O:25])[CH3:2].[Br:30][C:31]1[CH:32]=[C:33]([OH:42])[CH:34]=[C:35]([S:37]([CH2:40][CH3:41])(=[O:39])=[O:38])[CH:36]=1.C(=O)([O-])[O-].[K+].[K+]. No catalyst specified. The product is [CH2:1]([O:3][C:4](=[O:29])[CH2:5][CH2:6][CH2:7][O:8][C:9]1[CH:14]=[CH:13][CH:12]=[C:11]([CH2:15][CH2:16][CH2:17][CH2:18][CH2:19][CH2:20][O:42][C:33]2[CH:34]=[C:35]([S:37]([CH2:40][CH3:41])(=[O:39])=[O:38])[CH:36]=[C:31]([Br:30])[CH:32]=2)[C:10]=1[CH2:22][CH2:23][C:24]([O:26][CH2:27][CH3:28])=[O:25])[CH3:2]. The yield is 0.950.